Dataset: Forward reaction prediction with 1.9M reactions from USPTO patents (1976-2016). Task: Predict the product of the given reaction. (1) The product is: [NH2:1][C:2]1[CH:7]=[CH:6][CH:5]=[CH:4][C:3]=1[NH:8][C:9](=[O:41])[CH:10]=[CH:11][C:12]1[CH:13]=[CH:14][C:15]([CH2:18][N:19]([CH2:31][CH2:32][OH:33])[CH2:20][CH2:21][C:22]2[C:30]3[C:25](=[CH:26][CH:27]=[CH:28][CH:29]=3)[NH:24][CH:23]=2)=[CH:16][CH:17]=1. Given the reactants [NH2:1][C:2]1[CH:7]=[CH:6][CH:5]=[CH:4][C:3]=1[NH:8][C:9](=[O:41])[CH:10]=[CH:11][C:12]1[CH:17]=[CH:16][C:15]([CH2:18][N:19]([CH2:31][CH2:32][O:33][Si](C(C)(C)C)(C)C)[CH2:20][CH2:21][C:22]2[C:30]3[C:25](=[CH:26][CH:27]=[CH:28][CH:29]=3)[NH:24][CH:23]=2)=[CH:14][CH:13]=1.CCCC[N+](CCCC)(CCCC)CCCC.[F-].CO, predict the reaction product. (2) The product is: [CH3:10][Si:11]([C:14]#[C:15][C:2]1[CH:9]=[CH:8][C:5]([C:6]#[N:7])=[CH:4][CH:3]=1)([CH3:13])[CH3:12]. Given the reactants Br[C:2]1[CH:9]=[CH:8][C:5]([C:6]#[N:7])=[CH:4][CH:3]=1.[CH3:10][Si:11]([C:14]#[CH:15])([CH3:13])[CH3:12].C1(P(C2C=CC=CC=2)C2C=CC=CC=2)C=CC=CC=1.C(N(CC)CC)C, predict the reaction product.